Task: Regression/Classification. Given a drug SMILES string, predict its absorption, distribution, metabolism, or excretion properties. Task type varies by dataset: regression for continuous measurements (e.g., permeability, clearance, half-life) or binary classification for categorical outcomes (e.g., BBB penetration, CYP inhibition). Dataset: cyp2d6_substrate_carbonmangels.. Dataset: CYP2D6 substrate classification data from Carbon-Mangels et al. (1) The compound is O=[S@H](Cc1ccccn1)c1nc2ccccc2[nH]1. The result is 0 (non-substrate). (2) The molecule is CC[C@H](C)n1ncn(-c2ccc(N3CCN(c4ccc(OC[C@H]5CO[C@](Cn6cncn6)(c6ccc(Cl)cc6Cl)O5)cc4)CC3)cc2)c1=O. The result is 0 (non-substrate). (3) The compound is N=C(N)c1ccc(OCCCCCOc2ccc(C(=N)N)cc2)cc1. The result is 0 (non-substrate). (4) The drug is C[C@]12C[C@H](O)[C@H]3[C@@H](CCC4=CC(=O)CC[C@@]43C)[C@@H]1CC[C@@H]2C(=O)CO. The result is 0 (non-substrate).